Dataset: Full USPTO retrosynthesis dataset with 1.9M reactions from patents (1976-2016). Task: Predict the reactants needed to synthesize the given product. (1) Given the product [CH2:9]([C:13]1[NH:14][CH:15]=[C:16]([CH2:29][O:30][CH:20]([Si:19]([CH3:18])([CH3:25])[CH3:26])[CH3:21])[N:17]=1)[CH2:10][CH2:11][CH3:12], predict the reactants needed to synthesize it. The reactants are: CCCCCC.[H-].[Na+].[CH2:9]([C:13]1[NH:14][CH:15]=[CH:16][N:17]=1)[CH2:10][CH2:11][CH3:12].[CH3:18][Si:19]([CH3:26])([CH3:25])[CH2:20][CH2:21]OCCl.CN(C)[CH:29]=[O:30]. (2) Given the product [N+:1]([C:4]1[CH:21]=[CH:20][C:7]([O:8][C:9]2[C:18]3[C:13](=[CH:14][C:15]([O:19][CH2:25][CH2:26][OH:27])=[CH:16][CH:17]=3)[N:12]=[CH:11][CH:10]=2)=[CH:6][CH:5]=1)([O-:3])=[O:2], predict the reactants needed to synthesize it. The reactants are: [N+:1]([C:4]1[CH:21]=[CH:20][C:7]([O:8][C:9]2[C:18]3[C:13](=[CH:14][C:15]([OH:19])=[CH:16][CH:17]=3)[N:12]=[CH:11][CH:10]=2)=[CH:6][CH:5]=1)([O-:3])=[O:2].[OH-].[K+].Br[CH2:25][CH2:26][OH:27]. (3) Given the product [CH2:22]([C:4]([CH2:3][C:2]([F:18])([F:1])[C:9]([F:16])([F:17])[C:10]([F:14])([F:15])[CH:11]([F:13])[F:12])([C:7]#[N:8])[C:5]#[N:6])[C:21]#[CH:20], predict the reactants needed to synthesize it. The reactants are: [F:1][C:2]([F:18])([C:9]([F:17])([F:16])[C:10]([F:15])([F:14])[CH:11]([F:13])[F:12])[CH2:3][CH:4]([C:7]#[N:8])[C:5]#[N:6].Br[CH2:20][C:21]#[CH:22].C(=O)([O-])[O-].[K+].[K+].Cl. (4) Given the product [F:1][C:2]1[C:29]([NH:30][S:31]([CH2:34][CH2:35][CH3:36])(=[O:32])=[O:33])=[CH:28][CH:27]=[C:26]([F:37])[C:3]=1[C:4]([NH:6][C:7]1[CH:8]=[C:9]2[CH:15]=[C:14]([CH3:16])[NH:13][C:10]2=[N:11][CH:12]=1)=[O:5], predict the reactants needed to synthesize it. The reactants are: [F:1][C:2]1[C:29]([NH:30][S:31]([CH2:34][CH2:35][CH3:36])(=[O:33])=[O:32])=[CH:28][CH:27]=[C:26]([F:37])[C:3]=1[C:4]([NH:6][C:7]1[CH:8]=[C:9]2[CH:15]=[C:14]([CH3:16])[N:13](S(C3C=CC=CC=3)(=O)=O)[C:10]2=[N:11][CH:12]=1)=[O:5].C([O-])([O-])=O.[K+].[K+]. (5) Given the product [CH3:1][O:2][C:3]([C:5]1[N:9]2[CH:10]=[C:11]([CH3:15])[N:12]=[C:13]([C:22]3[CH:21]=[CH:20][C:19]([Cl:18])=[CH:24][C:23]=3[Cl:25])[C:8]2=[N:7][C:6]=1[CH2:16][CH3:17])=[O:4], predict the reactants needed to synthesize it. The reactants are: [CH3:1][O:2][C:3]([C:5]1[N:9]2[CH:10]=[C:11]([CH3:15])[N:12]=[C:13](Br)[C:8]2=[N:7][C:6]=1[CH2:16][CH3:17])=[O:4].[Cl:18][C:19]1[CH:24]=[C:23]([Cl:25])[CH:22]=[CH:21][C:20]=1B(O)O. (6) Given the product [Cl:1][C:2]1[CH:26]=[CH:25][C:5]([C:6]([NH:8][CH:9]([C:10](=[O:12])[NH:27][CH2:28][CH2:29][N:30]2[CH2:35][CH2:34][O:33][CH2:32][CH2:31]2)[CH2:13][C:14]2[C:23]3[C:18](=[CH:19][CH:20]=[CH:21][CH:22]=3)[NH:17][C:16](=[O:24])[CH:15]=2)=[O:7])=[CH:4][CH:3]=1, predict the reactants needed to synthesize it. The reactants are: [Cl:1][C:2]1[CH:26]=[CH:25][C:5]([C:6]([NH:8][CH:9]([CH2:13][C:14]2[C:23]3[C:18](=[CH:19][CH:20]=[CH:21][CH:22]=3)[NH:17][C:16](=[O:24])[CH:15]=2)[C:10]([OH:12])=O)=[O:7])=[CH:4][CH:3]=1.[NH2:27][CH2:28][CH2:29][N:30]1[CH2:35][CH2:34][O:33][CH2:32][CH2:31]1.